This data is from Full USPTO retrosynthesis dataset with 1.9M reactions from patents (1976-2016). The task is: Predict the reactants needed to synthesize the given product. (1) Given the product [F:23][C:21]1[CH:22]=[C:2]([C:32]2[CH:33]=[C:34]3[C:29]([CH:28]=[N:27][N:26]3[CH3:25])=[CH:30][CH:31]=2)[CH:3]=[C:4]([F:24])[C:5]=1[C:6]([N:8]1[CH2:13][CH2:12][N:11]([C:14]([O:16][C:17]([CH3:20])([CH3:19])[CH3:18])=[O:15])[CH2:10][CH2:9]1)=[O:7], predict the reactants needed to synthesize it. The reactants are: Br[C:2]1[CH:22]=[C:21]([F:23])[C:5]([C:6]([N:8]2[CH2:13][CH2:12][N:11]([C:14]([O:16][C:17]([CH3:20])([CH3:19])[CH3:18])=[O:15])[CH2:10][CH2:9]2)=[O:7])=[C:4]([F:24])[CH:3]=1.[CH3:25][N:26]1[C:34]2[C:29](=[CH:30][CH:31]=[C:32](B(O)O)[CH:33]=2)[CH:28]=[N:27]1.P([O-])([O-])([O-])=O.[K+].[K+].[K+].O1CCOCC1. (2) Given the product [CH2:19]([C:12]1([CH2:13][CH3:14])[C:15]2[CH:16]=[C:17]([CH:18]=[O:29])[CH:3]=[CH:4][C:5]=2[C:6]2[C:11]1=[CH:10][C:9]([N:23]1[CH2:28][CH2:27][CH2:26][CH2:25][CH2:24]1)=[CH:8][CH:7]=2)[CH3:20], predict the reactants needed to synthesize it. The reactants are: BrC1[CH:14]=[C:13]2[C:5]([C:6]3[CH:7]=[CH:8][C:9]([N:23]4[CH2:28][CH2:27][CH2:26][CH2:25][CH2:24]4)=[CH:10][C:11]=3[C:12]2([CH2:19][CH2:20]CC)[CH2:15][CH2:16][CH2:17][CH3:18])=[CH:4][CH:3]=1.[O:29]1CCCC1.C([Li])CCC. (3) Given the product [C:2]1([N:8]2[CH2:13][CH2:12][N:11]([CH2:15][CH2:16][CH2:17][N:18]3[C:22](=[O:23])[C:21]4[C:20](=[CH:27][CH:26]=[CH:25][CH:24]=4)[C:19]3=[O:28])[CH2:10][CH2:9]2)[CH:7]=[CH:6][CH:5]=[CH:4][CH:3]=1, predict the reactants needed to synthesize it. The reactants are: Cl.[C:2]1([N:8]2[CH2:13][CH2:12][NH:11][CH2:10][CH2:9]2)[CH:7]=[CH:6][CH:5]=[CH:4][CH:3]=1.Br[CH2:15][CH2:16][CH2:17][N:18]1[C:22](=[O:23])[C:21]2=[CH:24][CH:25]=[CH:26][CH:27]=[C:20]2[C:19]1=[O:28].C([O-])([O-])=O.[K+].[K+]. (4) The reactants are: [CH3:1][O:2][C:3](=[O:24])[CH2:4][C:5]1[CH:10]=[C:9]([O:11][C:12]2[CH:17]=[CH:16][C:15]([N+:18]([O-:20])=[O:19])=[CH:14][C:13]=2[CH:21]=[O:22])[CH:8]=[C:7]([Cl:23])[CH:6]=1.[BH4-].[Na+]. Given the product [CH3:1][O:2][C:3](=[O:24])[CH2:4][C:5]1[CH:10]=[C:9]([O:11][C:12]2[CH:17]=[CH:16][C:15]([N+:18]([O-:20])=[O:19])=[CH:14][C:13]=2[CH2:21][OH:22])[CH:8]=[C:7]([Cl:23])[CH:6]=1, predict the reactants needed to synthesize it. (5) Given the product [NH2:40][C:37]1[CH:36]=[CH:35][C:34]([C:31]2[CH2:32][CH2:33][N:29]([C:13](=[O:15])[CH2:12][C:3]3[CH:4]=[C:5]([O:10][CH3:11])[C:6]([O:8][CH3:9])=[CH:7][C:2]=3[Br:1])[N:30]=2)=[CH:39][CH:38]=1, predict the reactants needed to synthesize it. The reactants are: [Br:1][C:2]1[CH:7]=[C:6]([O:8][CH3:9])[C:5]([O:10][CH3:11])=[CH:4][C:3]=1[CH2:12][C:13]([OH:15])=O.C(Cl)(=O)C(Cl)=O.OC(C(F)(F)F)=O.[NH:29]1[CH2:33][CH2:32][C:31]([C:34]2[CH:39]=[CH:38][C:37]([NH:40]C(=O)C(F)(F)F)=[CH:36][CH:35]=2)=[N:30]1.C(N(CC)CC)C.[OH-].[Na+]. (6) Given the product [CH:1]1[C:6]2[C:7]3[C:15]([CH:16]=[CH:17][C:5]=2[CH:4]=[CH:3][CH:2]=1)=[N:14][C:13]1[C:8]=3[CH2:9][CH:10]=[C:11]2[CH:21]=[CH:20][CH:19]=[CH:18][C:12]2=1, predict the reactants needed to synthesize it. The reactants are: [CH2:1]1[C:6]2[C:7]3[C:15]([CH:16]=[CH:17][C:5]=2[CH:4]=[CH:3][CH2:2]1)=[N:14][C:13]1[C:8]=3[CH2:9][CH:10]=[C:11]2[CH:21]=[CH:20][CH:19]=[CH:18][C:12]2=1. (7) Given the product [CH3:25][CH:22]1[CH2:23][CH2:24][N:19]([CH2:18][CH2:17][O:16][C:13]2[CH:14]=[CH:15][C:10]([C:9]#[C:8][C:5]3[N:6]=[CH:7][C:2]([C:31]4[CH:32]=[CH:33][C:28]([CH:26]=[O:27])=[CH:29][CH:30]=4)=[CH:3][CH:4]=3)=[CH:11][CH:12]=2)[CH2:20][CH2:21]1, predict the reactants needed to synthesize it. The reactants are: Br[C:2]1[CH:3]=[CH:4][C:5]([C:8]#[C:9][C:10]2[CH:15]=[CH:14][C:13]([O:16][CH2:17][CH2:18][N:19]3[CH2:24][CH2:23][CH:22]([CH3:25])[CH2:21][CH2:20]3)=[CH:12][CH:11]=2)=[N:6][CH:7]=1.[CH:26]([C:28]1[CH:33]=[CH:32][C:31](OB(O)O)=[CH:30][CH:29]=1)=[O:27]. (8) Given the product [CH3:11][C:12]1[CH:13]=[C:14]([C:19]([OH:21])=[O:20])[NH:15][C:16]=1[CH:17]=[C:3]1[C:4]2[C:9](=[CH:8][CH:7]=[CH:6][CH:5]=2)[NH:1][C:2]1=[O:10], predict the reactants needed to synthesize it. The reactants are: [NH:1]1[C:9]2[C:4](=[CH:5][CH:6]=[CH:7][CH:8]=2)[CH2:3][C:2]1=[O:10].[CH3:11][C:12]1[CH:13]=[C:14]([C:19]([OH:21])=[O:20])[NH:15][C:16]=1[CH:17]=O.